From a dataset of Full USPTO retrosynthesis dataset with 1.9M reactions from patents (1976-2016). Predict the reactants needed to synthesize the given product. Given the product [CH3:8][O:7][C:5](=[O:6])[CH2:4][O:3][CH2:10][CH2:11][O:12][CH:13]1[CH2:18][CH2:17][CH2:16][CH2:15][O:14]1, predict the reactants needed to synthesize it. The reactants are: [H-].[Na+].[OH:3][CH2:4][C:5]([O:7][CH3:8])=[O:6].Br[CH2:10][CH2:11][O:12][CH:13]1[CH2:18][CH2:17][CH2:16][CH2:15][O:14]1.